Dataset: Reaction yield outcomes from USPTO patents with 853,638 reactions. Task: Predict the reaction yield, written as a fraction of the theoretical maximum amount of product (1.0 means a 100% yield; for example, 0.34 means a 34% yield). (1) The reactants are FC(F)(F)C(O)=O.[NH:8]1[C:12]2[CH2:13][CH2:14][NH:15][CH2:16][CH2:17][C:11]=2[N:10]=[C:9]1[C:18]1[C:19]([CH3:41])=[CH:20][C:21]([CH3:40])=[C:22]([CH:39]=1)[C:23]([N:25]1[CH2:30][CH2:29][CH:28]([C:31]2[CH:38]=[CH:37][C:34]([C:35]#[N:36])=[CH:33][CH:32]=2)[CH2:27][CH2:26]1)=[O:24].I[CH:43]([CH3:45])[CH3:44].CCN(C(C)C)C(C)C. The catalyst is CN(C)C=O.C(OCC)(=O)C. The product is [CH:43]([N:15]1[CH2:14][CH2:13][C:12]2[N:8]=[C:9]([C:18]3[C:19]([CH3:41])=[CH:20][C:21]([CH3:40])=[C:22]([CH:39]=3)[C:23]([N:25]3[CH2:26][CH2:27][CH:28]([C:31]4[CH:32]=[CH:33][C:34]([C:35]#[N:36])=[CH:37][CH:38]=4)[CH2:29][CH2:30]3)=[O:24])[NH:10][C:11]=2[CH2:17][CH2:16]1)([CH3:45])[CH3:44]. The yield is 0.210. (2) The reactants are [CH3:1][O:2][C@H:3]1[C@@H:9]2[O:10][CH2:11][C@@H:12]([OH:13])[C@@H:8]2[O:7][C@@H:4]1[O:5][CH3:6].N1C=CC=CC=1.[CH3:20][S:21](Cl)(=[O:23])=[O:22]. The catalyst is ClCCl. The product is [CH3:1][O:2][C@H:3]1[C@@H:9]2[O:10][CH2:11][C@H:12]([O:13][S:21]([CH3:20])(=[O:23])=[O:22])[C@@H:8]2[O:7][C@@H:4]1[O:5][CH3:6]. The yield is 0.950. (3) The reactants are [CH3:1][C:2]([CH3:5])([O-])[CH3:3].[K+].[CH:7]([NH2:9])=O.ClC1[C:20]2[N:21]=[CH:22][NH:23][C:19]=2[C:18]2[CH:17]=[CH:16][CH:15]=[CH:14][C:13]=2[N:12]=1.Cl. The catalyst is O.CS(C)=O. The product is [CH2:1]([N:23]1[C:19]2[C:18]3[CH:17]=[CH:16][CH:15]=[CH:14][C:13]=3[N:12]=[C:7]([NH2:9])[C:20]=2[N:21]=[CH:22]1)[CH:2]([CH3:5])[CH3:3]. The yield is 0.980. (4) The reactants are [NH2:1][C@@H:2]([CH2:7][CH2:8][S:9][CH3:10])[C:3]([O:5][CH3:6])=[O:4].[C:11]([NH:18][CH2:19][C:20](O)=[O:21])([O:13][C:14]([CH3:17])([CH3:16])[CH3:15])=[O:12].C(N=C=NC(C)C)(C)C.C(N(C(C)C)CC)(C)C. The catalyst is ClCCl. The product is [CH3:15][C:14]([CH3:17])([CH3:16])[O:13][C:11](=[O:12])[NH:18][CH2:19][C:20](=[O:21])[NH:1][C@H:2]([C:3]([O:5][CH3:6])=[O:4])[CH2:7][CH2:8][S:9][CH3:10]. The yield is 0.710. (5) The reactants are N([O-])=O.[Na+].[CH2:5]([O:7][C:8](=[O:16])[CH2:9][C:10]1[N:11]=[C:12](N)[S:13][CH:14]=1)[CH3:6].[Br-:17].[Na+].Cl. The catalyst is O.S([O-])([O-])(=O)=O.[Cu+2]. The product is [CH2:5]([O:7][C:8](=[O:16])[CH2:9][C:10]1[N:11]=[C:12]([Br:17])[S:13][CH:14]=1)[CH3:6]. The yield is 0.0600. (6) The catalyst is O. The reactants are [Br-].[Cl:2][CH2:3][CH2:4][N+:5]([CH3:14])([CH3:13])[CH2:6][CH2:7][CH2:8][C:9]([O:11]C)=[O:10]. The yield is 0.790. The product is [Cl-:2].[C:9]([CH2:8][CH2:7][CH2:6][N+:5]([CH2:4][CH2:3][Cl:2])([CH3:14])[CH3:13])([OH:11])=[O:10]. (7) The reactants are [CH3:1][O:2][C:3]1[CH:4]=[C:5]([CH:8]=[CH:9][C:10]=1[O:11][CH3:12])[CH:6]=O.C([O-])(=O)C.[NH4+].[N+:18]([CH2:21][CH3:22])([O-:20])=[O:19]. No catalyst specified. The product is [CH3:12][O:11][C:10]1[CH:9]=[CH:8][C:5]([CH:6]=[C:21]([N+:18]([O-:20])=[O:19])[CH3:22])=[CH:4][C:3]=1[O:2][CH3:1]. The yield is 0.500. (8) The reactants are [CH3:1][S:2]([NH:5][C:6]1[CH:20]=[CH:19][C:9]([CH2:10][NH:11][C:12](=[O:18])[O:13][C:14]([CH3:17])([CH3:16])[CH3:15])=[CH:8][C:7]=1I)(=[O:4])=[O:3].[CH2:22]([Sn](CCCC)(CCCC)C=C)[CH2:23]CC. The catalyst is C1(C)C=CC=CC=1.C1C=CC([P]([Pd]([P](C2C=CC=CC=2)(C2C=CC=CC=2)C2C=CC=CC=2)([P](C2C=CC=CC=2)(C2C=CC=CC=2)C2C=CC=CC=2)[P](C2C=CC=CC=2)(C2C=CC=CC=2)C2C=CC=CC=2)(C2C=CC=CC=2)C2C=CC=CC=2)=CC=1. The product is [CH3:1][S:2]([NH:5][C:6]1[CH:20]=[CH:19][C:9]([CH2:10][NH:11][C:12](=[O:18])[O:13][C:14]([CH3:17])([CH3:16])[CH3:15])=[CH:8][C:7]=1[CH:22]=[CH2:23])(=[O:4])=[O:3]. The yield is 0.970. (9) The yield is 0.240. No catalyst specified. The product is [CH3:22][N:11]([CH2:10][C:2]1[N:3]([CH2:24]/[CH:25]=[CH:26]/[CH2:27][N:28]2[C:36](=[O:37])[C:35]3[C:30](=[CH:31][CH:32]=[CH:33][CH:34]=3)[C:29]2=[O:38])[C:4]2[CH:9]=[CH:8][CH:7]=[CH:6][C:5]=2[N:1]=1)[CH:12]1[C:21]2[N:20]=[CH:19][CH:18]=[CH:17][C:16]=2[CH2:15][CH2:14][CH2:13]1. The reactants are [NH:1]1[C:5]2[CH:6]=[CH:7][CH:8]=[CH:9][C:4]=2[N:3]=[C:2]1[CH2:10][N:11]([CH3:22])[CH:12]1[C:21]2[N:20]=[CH:19][CH:18]=[CH:17][C:16]=2[CH2:15][CH2:14][CH2:13]1.Br[CH2:24]/[CH:25]=[CH:26]/[CH2:27][N:28]1[C:36](=[O:37])[C:35]2[C:30](=[CH:31][CH:32]=[CH:33][CH:34]=2)[C:29]1=[O:38].CN(CC1N(C/C=C\CNC(=O)OC(C)(C)C)C2C=CC=CC=2N=1)C1C2N=CC=CC=2CCC1.